From a dataset of Forward reaction prediction with 1.9M reactions from USPTO patents (1976-2016). Predict the product of the given reaction. (1) Given the reactants [CH3:1][C@@H:2]1[CH2:7][NH:6][C@H:5]([CH3:8])[CH2:4][N:3]1[CH2:9][C:10]1[CH:15]=[CH:14][CH:13]=[CH:12][CH:11]=1.C=O.[C:18](O[BH-](OC(=O)C)OC(=O)C)(=O)C.[Na+], predict the reaction product. The product is: [CH3:18][N:6]1[CH2:7][C@@H:2]([CH3:1])[N:3]([CH2:9][C:10]2[CH:15]=[CH:14][CH:13]=[CH:12][CH:11]=2)[CH2:4][C@H:5]1[CH3:8]. (2) Given the reactants FC(F)(F)S(O[C:7]1[CH:8]=[CH:9][C:10]2[C@H:19]3[C@H:15]([CH2:16][N:17]([C:20]([O:22][C:23]([CH3:26])([CH3:25])[CH3:24])=[O:21])[CH2:18]3)[O:14][CH2:13][C:11]=2[CH:12]=1)(=O)=O.C(=O)([O-])[O-].[K+].[K+].CO[CH2:37][CH2:38]OC.O, predict the reaction product. The product is: [CH:37]([C:7]1[CH:8]=[CH:9][C:10]2[C@H:19]3[C@H:15]([CH2:16][N:17]([C:20]([O:22][C:23]([CH3:25])([CH3:24])[CH3:26])=[O:21])[CH2:18]3)[O:14][CH2:13][C:11]=2[CH:12]=1)=[CH2:38]. (3) Given the reactants Cl[C:2]1[C:7]([C:8]([O:10][CH2:11][CH3:12])=[O:9])=[CH:6][N:5]=[C:4]([Cl:13])[CH:3]=1.[NH2:14][C@H:15]1[CH2:20][CH2:19][CH2:18][CH:17]([OH:21])[CH2:16]1.C(O)(C(F)(F)F)=O, predict the reaction product. The product is: [Cl:13][C:4]1[CH:3]=[C:2]([NH:14][CH:15]2[CH2:20][CH2:19][CH2:18][CH:17]([OH:21])[CH2:16]2)[C:7]([C:8]([O:10][CH2:11][CH3:12])=[O:9])=[CH:6][N:5]=1. (4) Given the reactants [NH2:1][C:2]1[N:10]=[C:9]([O:11][CH2:12][CH2:13][O:14][CH3:15])[N:8]=[C:7]2[C:3]=1[N:4]=[CH:5][N:6]2[CH2:16][C:17]1[CH:31]=[CH:30][C:20]([CH2:21][P:22](=[O:29])([O:26][CH2:27][CH3:28])[O:23][CH2:24][CH3:25])=[CH:19][CH:18]=1.C([O-])(=O)C.[Na+].[Br:37]Br, predict the reaction product. The product is: [NH2:1][C:2]1[N:10]=[C:9]([O:11][CH2:12][CH2:13][O:14][CH3:15])[N:8]=[C:7]2[C:3]=1[N:4]=[C:5]([Br:37])[N:6]2[CH2:16][C:17]1[CH:31]=[CH:30][C:20]([CH2:21][P:22](=[O:29])([O:23][CH2:24][CH3:25])[O:26][CH2:27][CH3:28])=[CH:19][CH:18]=1.